Predict the product of the given reaction. From a dataset of Forward reaction prediction with 1.9M reactions from USPTO patents (1976-2016). (1) Given the reactants Br[C:2]1[CH:7]=[C:6]([N+:8]([O-:10])=[O:9])[CH:5]=[C:4]([N+:11]([O-:13])=[O:12])[CH:3]=1.[C:14]1(B(O)O)[CH2:18][CH2:17][CH2:16][CH:15]=1.C(=O)([O-])[O-].[K+].[K+], predict the reaction product. The product is: [C:14]1([C:2]2[CH:7]=[C:6]([N+:8]([O-:10])=[O:9])[CH:5]=[C:4]([N+:11]([O-:13])=[O:12])[CH:3]=2)[CH2:18][CH2:17][CH2:16][CH:15]=1. (2) The product is: [CH3:25][N:22]1[C:21]([CH2:26][N:27]2[CH2:32][CH2:31][CH:30]([C:33]([OH:36])([CH3:35])[CH3:34])[CH2:29][CH2:28]2)=[N:20][C:19]2[C:23]1=[N:24][C:16]([N:10]1[C:9]3[CH:11]=[CH:12][CH:13]=[CH:14][C:8]=3[N:7]=[C:6]1[N:1]1[CH2:5][CH2:4][CH2:3][CH2:2]1)=[N:17][C:18]=2[N:37]1[CH2:38][CH2:39][O:40][CH2:41][CH2:42]1. Given the reactants [N:1]1([C:6]2[NH:10][C:9]3[CH:11]=[CH:12][CH:13]=[CH:14][C:8]=3[N:7]=2)[CH2:5][CH2:4][CH2:3][CH2:2]1.Cl[C:16]1[N:24]=[C:23]2[C:19]([N:20]=[C:21]([CH2:26][N:27]3[CH2:32][CH2:31][CH:30]([C:33]([OH:36])([CH3:35])[CH3:34])[CH2:29][CH2:28]3)[N:22]2[CH3:25])=[C:18]([N:37]2[CH2:42][CH2:41][O:40][CH2:39][CH2:38]2)[N:17]=1, predict the reaction product. (3) Given the reactants [Cl:1][C:2]1[CH:3]=[CH:4][C:5]([O:20][CH2:21][CH:22]([CH3:24])[CH3:23])=[C:6]([CH2:8][C:9]2[N:14]=[C:13]([C:15]([O:17]CC)=[O:16])[CH:12]=[CH:11][CH:10]=2)[CH:7]=1.[OH-].[Na+], predict the reaction product. The product is: [Cl:1][C:2]1[CH:3]=[CH:4][C:5]([O:20][CH2:21][CH:22]([CH3:24])[CH3:23])=[C:6]([CH2:8][C:9]2[N:14]=[C:13]([C:15]([OH:17])=[O:16])[CH:12]=[CH:11][CH:10]=2)[CH:7]=1. (4) Given the reactants [CH3:1][C:2]1([CH3:30])[O:6][C@H:5]([CH2:7][O:8][CH2:9][C:10]2[C:18]3[C:13](=[CH:14][N:15]=[C:16]([C:19](O)=[O:20])[CH:17]=3)[N:12]([CH2:22][C:23]3[CH:28]=[CH:27][C:26]([F:29])=[CH:25][CH:24]=3)[CH:11]=2)[CH2:4][O:3]1.CN1CCOCC1.Cl.[CH3:39][NH:40][OH:41], predict the reaction product. The product is: [CH3:1][C:2]1([CH3:30])[O:6][C@H:5]([CH2:7][O:8][CH2:9][C:10]2[C:18]3[C:13](=[CH:14][N:15]=[C:16]([C:19]([N:40]([OH:41])[CH3:39])=[O:20])[CH:17]=3)[N:12]([CH2:22][C:23]3[CH:24]=[CH:25][C:26]([F:29])=[CH:27][CH:28]=3)[CH:11]=2)[CH2:4][O:3]1. (5) Given the reactants [CH3:1][O:2][C:3]1[CH:8]=[CH:7][C:6]([C:9]#[C:10][C:11]2[CH:31]=[CH:30][C:14]([CH2:15][NH:16][C:17]3[CH:18]=[CH:19][C:20]4[C:25](=[O:26])[O:24][C:23]([CH3:28])([CH3:27])[O:22][C:21]=4[CH:29]=3)=[CH:13][CH:12]=2)=[CH:5][CH:4]=1.[CH:32]1([CH2:37][CH2:38][C:39](Cl)=[O:40])[CH2:36][CH2:35][CH2:34][CH2:33]1, predict the reaction product. The product is: [CH:32]1([CH2:37][CH2:38][C:39]([N:16]([C:17]2[CH:18]=[CH:19][C:20]3[C:25](=[O:26])[O:24][C:23]([CH3:27])([CH3:28])[O:22][C:21]=3[CH:29]=2)[CH2:15][C:14]2[CH:30]=[CH:31][C:11]([C:10]#[C:9][C:6]3[CH:5]=[CH:4][C:3]([O:2][CH3:1])=[CH:8][CH:7]=3)=[CH:12][CH:13]=2)=[O:40])[CH2:36][CH2:35][CH2:34][CH2:33]1.